The task is: Regression. Given two drug SMILES strings and cell line genomic features, predict the synergy score measuring deviation from expected non-interaction effect.. This data is from NCI-60 drug combinations with 297,098 pairs across 59 cell lines. (1) Drug 1: C1=NC2=C(N=C(N=C2N1C3C(C(C(O3)CO)O)O)F)N. Drug 2: C1C(C(OC1N2C=NC(=NC2=O)N)CO)O. Cell line: MDA-MB-435. Synergy scores: CSS=0.767, Synergy_ZIP=-2.67, Synergy_Bliss=-0.572, Synergy_Loewe=-2.23, Synergy_HSA=-2.20. (2) Drug 1: CC1=C(C(=CC=C1)Cl)NC(=O)C2=CN=C(S2)NC3=CC(=NC(=N3)C)N4CCN(CC4)CCO. Drug 2: CC1=C(N=C(N=C1N)C(CC(=O)N)NCC(C(=O)N)N)C(=O)NC(C(C2=CN=CN2)OC3C(C(C(C(O3)CO)O)O)OC4C(C(C(C(O4)CO)O)OC(=O)N)O)C(=O)NC(C)C(C(C)C(=O)NC(C(C)O)C(=O)NCCC5=NC(=CS5)C6=NC(=CS6)C(=O)NCCC[S+](C)C)O. Cell line: OVCAR-4. Synergy scores: CSS=24.0, Synergy_ZIP=-4.39, Synergy_Bliss=1.83, Synergy_Loewe=2.21, Synergy_HSA=2.39.